Dataset: Reaction yield outcomes from USPTO patents with 853,638 reactions. Task: Predict the reaction yield, written as a fraction of the theoretical maximum amount of product (1.0 means a 100% yield; for example, 0.34 means a 34% yield). (1) The reactants are [Cl-].[NH4+].[F:3][C:4]1[C:9]([F:10])=[CH:8][C:7]([O:11][CH3:12])=[C:6]([N+:13]([O-])=O)[C:5]=1[NH:16][C:17]1[CH:22]=[CH:21][C:20]([I:23])=[CH:19][C:18]=1[F:24]. The catalyst is C(O)C.[Fe]. The product is [F:10][C:9]1[C:4]([F:3])=[C:5]([NH:16][C:17]2[CH:22]=[CH:21][C:20]([I:23])=[CH:19][C:18]=2[F:24])[C:6]([NH2:13])=[C:7]([O:11][CH3:12])[CH:8]=1. The yield is 0.903. (2) The reactants are [CH3:1][NH:2][C:3]([C:5]1[C:9]2[CH:10]=[C:11](B3OC(C)(C)C(C)(C)O3)[C:12]([N:14]([CH3:19])[S:15]([CH3:18])(=[O:17])=[O:16])=[CH:13][C:8]=2[O:7][C:6]=1[C:29]([O:31][CH3:32])=[O:30])=[O:4].Cl[C:34]1[CH:35]=[CH:36][C:37]2[O:50][CH2:49][N:40]3[C:41]4[CH:42]=[CH:43][CH:44]=[C:45]([F:48])[C:46]=4[CH:47]=[C:39]3[C:38]=2[N:51]=1. The catalyst is O1CCOCC1.C1C=CC(/C=C/C(/C=C/C2C=CC=CC=2)=O)=CC=1.C1C=CC(/C=C/C(/C=C/C2C=CC=CC=2)=O)=CC=1.C1C=CC(/C=C/C(/C=C/C2C=CC=CC=2)=O)=CC=1.[Pd].[Pd].CC(C1C=C(C(C)C)C(C2C=CC=CC=2P(C2CCCCC2)C2CCCCC2)=C(C(C)C)C=1)C. The product is [F:48][C:45]1[C:46]2[CH:47]=[C:39]3[C:38]4[N:51]=[C:34]([C:11]5[C:12]([N:14]([CH3:19])[S:15]([CH3:18])(=[O:16])=[O:17])=[CH:13][C:8]6[O:7][C:6]([C:29]([O:31][CH3:32])=[O:30])=[C:5]([C:3](=[O:4])[NH:2][CH3:1])[C:9]=6[CH:10]=5)[CH:35]=[CH:36][C:37]=4[O:50][CH2:49][N:40]3[C:41]=2[CH:42]=[CH:43][CH:44]=1. The yield is 0.800. (3) The reactants are Cl[C:2](=[N:8][OH:9])[C:3]([O:5][CH2:6][CH3:7])=[O:4].[Br:10][CH2:11][C:12]#[CH:13].C(=O)(O)[O-].[Na+].O. The catalyst is C(OCC)(=O)C. The product is [Br:10][CH2:11][C:12]1[O:9][N:8]=[C:2]([C:3]([O:5][CH2:6][CH3:7])=[O:4])[CH:13]=1. The yield is 0.870. (4) The reactants are C([O:5][C:6](=[O:18])[CH2:7][CH2:8][C:9]1[NH:13][C:12]([C:14]([O:16][CH3:17])=[O:15])=[CH:11][CH:10]=1)(C)(C)C. The catalyst is Cl. The product is [CH3:17][O:16][C:14]([C:12]1[NH:13][C:9]([CH2:8][CH2:7][C:6]([OH:18])=[O:5])=[CH:10][CH:11]=1)=[O:15]. The yield is 0.940. (5) The reactants are [CH:1]([CH:3]([CH2:9][C:10]([O:12][CH2:13][CH3:14])=[O:11])[C:4](OCC)=O)=[O:2].[CH3:15][NH:16][NH2:17]. The catalyst is C(O)C. The product is [OH:2][C:1]1[N:16]([CH3:15])[N:17]=[CH:4][C:3]=1[CH2:9][C:10]([O:12][CH2:13][CH3:14])=[O:11]. The yield is 0.770. (6) The reactants are N[C:2]1[CH:10]=[C:9]2[C:5]([CH2:6][CH2:7][CH2:8]2)=[CH:4][C:3]=1[C:11]#[N:12].N(OCCC(C)C)=O.[I-:21]. No catalyst specified. The product is [I:21][C:2]1[CH:10]=[C:9]2[C:5]([CH2:6][CH2:7][CH2:8]2)=[CH:4][C:3]=1[C:11]#[N:12]. The yield is 0.500. (7) The reactants are [CH3:1][N:2]([CH2:4][CH:5]1[CH2:11][CH2:10][CH:9]2[CH:7]([CH2:8]2)[C:6]1([C:13]1[CH:18]=[C:17]([OH:19])[CH:16]=[C:15]([F:20])[CH:14]=1)[OH:12])[CH3:3].[CH3:21][C:22]([CH3:27])([CH3:26])[C:23](Cl)=[O:24].C(N(CC)CC)C. The catalyst is C(Cl)Cl. The product is [CH3:3][N:2]([CH2:4][CH:5]1[CH2:11][CH2:10][CH:9]2[CH:7]([CH2:8]2)[C:6]1([C:13]1[CH:18]=[C:17]([O:19][C:23](=[O:24])[C:22]([CH3:27])([CH3:26])[CH3:21])[CH:16]=[C:15]([F:20])[CH:14]=1)[OH:12])[CH3:1]. The yield is 0.592.